Dataset: Catalyst prediction with 721,799 reactions and 888 catalyst types from USPTO. Task: Predict which catalyst facilitates the given reaction. Reactant: [CH3:1][O:2][C:3](=[O:17])[C:4]([C:6]1[CH:11]=[CH:10][C:9]([S:12]([CH3:15])(=[O:14])=[O:13])=[C:8]([Cl:16])[CH:7]=1)=O.[CH:18]1([O:23][NH2:24])[CH2:22][CH2:21][CH2:20][CH2:19]1. Product: [CH3:1][O:2][C:3](=[O:17])/[C:4](/[C:6]1[CH:11]=[CH:10][C:9]([S:12]([CH3:15])(=[O:14])=[O:13])=[C:8]([Cl:16])[CH:7]=1)=[N:24]/[O:23][CH:18]1[CH2:22][CH2:21][CH2:20][CH2:19]1. The catalyst class is: 5.